The task is: Predict the reactants needed to synthesize the given product.. This data is from Full USPTO retrosynthesis dataset with 1.9M reactions from patents (1976-2016). (1) Given the product [F:19][C:3]1[C:2]([C:29]#[C:28][C:26]([OH:30])([C:21]2[CH:22]=[CH:23][CH:24]=[CH:25][N:20]=2)[CH3:27])=[CH:18][C:6]2[C:7]3[N:8]([CH:12]=[C:13]([C:15]([NH2:17])=[O:16])[N:14]=3)[CH2:9][CH2:10][O:11][C:5]=2[CH:4]=1, predict the reactants needed to synthesize it. The reactants are: Br[C:2]1[C:3]([F:19])=[CH:4][C:5]2[O:11][CH2:10][CH2:9][N:8]3[CH:12]=[C:13]([C:15]([NH2:17])=[O:16])[N:14]=[C:7]3[C:6]=2[CH:18]=1.[N:20]1[CH:25]=[CH:24][CH:23]=[CH:22][C:21]=1[C:26]([OH:30])([C:28]#[CH:29])[CH3:27]. (2) Given the product [F:17][C:18]1[N:23]=[C:22]2[C:24]([CH3:28])=[CH:25][N:26]([NH:27][C:14]([C:10]3[C:11]([CH3:13])=[N:12][C:7]([C:2]4[CH:3]=[CH:4][CH:5]=[CH:6][N:1]=4)=[N:8][CH:9]=3)=[O:16])[C:21]2=[CH:20][CH:19]=1, predict the reactants needed to synthesize it. The reactants are: [N:1]1[CH:6]=[CH:5][CH:4]=[CH:3][C:2]=1[C:7]1[N:12]=[C:11]([CH3:13])[C:10]([C:14]([OH:16])=O)=[CH:9][N:8]=1.[F:17][C:18]1[N:23]=[C:22]2[C:24]([CH3:28])=[CH:25][N:26]([NH2:27])[C:21]2=[CH:20][CH:19]=1.CCN(C(C)C)C(C)C.CN(C(ON1N=NC2C=CC=NC1=2)=[N+](C)C)C.F[P-](F)(F)(F)(F)F. (3) Given the product [CH2:20]([C:11]([CH2:10][C:7]1[CH:6]=[C:5]([C:2]([CH3:1])([OH:4])[CH3:3])[O:9][N:8]=1)([C:12]#[N:13])[C:14]#[N:15])[CH2:19][CH:18]=[CH2:17], predict the reactants needed to synthesize it. The reactants are: [CH3:1][C:2]([C:5]1[O:9][N:8]=[C:7]([CH2:10][CH:11]([C:14]#[N:15])[C:12]#[N:13])[CH:6]=1)([OH:4])[CH3:3].I[CH2:17][CH2:18][CH:19]=[CH2:20].C(=O)([O-])[O-].[K+].[K+].O. (4) Given the product [F:1][C:2]([F:12])([F:11])[C:3]1[CH:4]=[C:5]([CH:6]=[CH:14][C:15]([OH:17])=[O:16])[CH:8]=[CH:9][CH:10]=1, predict the reactants needed to synthesize it. The reactants are: [F:1][C:2]([F:12])([F:11])[C:3]1[CH:4]=[C:5]([CH:8]=[CH:9][CH:10]=1)[CH:6]=O.C(O)(=O)[CH2:14][C:15]([OH:17])=[O:16].N1CCCCC1.Cl.